From a dataset of Forward reaction prediction with 1.9M reactions from USPTO patents (1976-2016). Predict the product of the given reaction. Given the reactants [Sn](Cl)(Cl)(Cl)Cl.[S:6]1[CH:10]=[CH:9][C:8]2[CH:11]=[C:12]([C:15]3(O)[C:24]4[C:19](=[CH:20][CH:21]=[CH:22][CH:23]=4)[CH2:18][N:17]([CH3:25])[CH2:16]3)[CH:13]=[CH:14][C:7]1=2.C[Si]([C:31]#[N:32])(C)C.C(=O)([O-])[O-].[K+].[K+].O.[F-].[K+], predict the reaction product. The product is: [S:6]1[CH:10]=[CH:9][C:8]2[CH:11]=[C:12]([C:15]3([C:31]#[N:32])[C:24]4[C:19](=[CH:20][CH:21]=[CH:22][CH:23]=4)[CH2:18][N:17]([CH3:25])[CH2:16]3)[CH:13]=[CH:14][C:7]1=2.